From a dataset of Catalyst prediction with 721,799 reactions and 888 catalyst types from USPTO. Predict which catalyst facilitates the given reaction. (1) Reactant: [Cl:1][C:2]1[C:7](Cl)=[N:6][CH:5]=[CH:4][N:3]=1.O.[NH2:10][NH2:11]. Product: [ClH:1].[Cl:1][C:2]1[C:7]([NH:10][NH2:11])=[N:6][CH:5]=[CH:4][N:3]=1. The catalyst class is: 8. (2) Reactant: I[C:2]1[CH:3]=[CH:4][C:5]([CH3:24])=[C:6]([CH:23]=1)[C:7]([NH:9][C:10]([CH3:22])([C:12]1[C:21]2[C:16](=[CH:17][CH:18]=[CH:19][CH:20]=2)[CH:15]=[CH:14][CH:13]=1)[CH3:11])=[O:8].[C:25]([Cu])#[N:26].[C-]#N.[K+]. Product: [C:25]([C:2]1[CH:3]=[CH:4][C:5]([CH3:24])=[C:6]([CH:23]=1)[C:7]([NH:9][C:10]([CH3:22])([C:12]1[C:21]2[C:16](=[CH:17][CH:18]=[CH:19][CH:20]=2)[CH:15]=[CH:14][CH:13]=1)[CH3:11])=[O:8])#[N:26]. The catalyst class is: 3.